Task: Predict the product of the given reaction.. Dataset: Forward reaction prediction with 1.9M reactions from USPTO patents (1976-2016) Given the reactants Cl.[C:2]([C:6]1[N:10]([CH2:11][CH:12]2[CH2:17][CH2:16][O:15][CH2:14][CH2:13]2)[C:9]2[CH:18]=[CH:19][C:20]([NH:22][CH2:23][CH3:24])=[CH:21][C:8]=2[N:7]=1)([CH3:5])([CH3:4])[CH3:3].[N+:25]([C:28]1[CH:33]=[CH:32][C:31]([S:34](Cl)(=[O:36])=[O:35])=[CH:30][CH:29]=1)([O-:27])=[O:26], predict the reaction product. The product is: [C:2]([C:6]1[N:10]([CH2:11][CH:12]2[CH2:17][CH2:16][O:15][CH2:14][CH2:13]2)[C:9]2[CH:18]=[CH:19][C:20]([N:22]([CH2:23][CH3:24])[S:34]([C:31]3[CH:30]=[CH:29][C:28]([N+:25]([O-:27])=[O:26])=[CH:33][CH:32]=3)(=[O:35])=[O:36])=[CH:21][C:8]=2[N:7]=1)([CH3:5])([CH3:3])[CH3:4].